Dataset: Catalyst prediction with 721,799 reactions and 888 catalyst types from USPTO. Task: Predict which catalyst facilitates the given reaction. (1) Reactant: [NH2:1][CH:2]1[C:9](=[O:10])[N:8]2[CH:3]1[S:4][CH2:5][C:6]([CH3:15])=[C:7]2[C:11]([O:13][CH3:14])=[O:12].C(N(CC)CC)C.[C:23]1([CH2:29][C:30](Cl)=[O:31])[CH:28]=[CH:27][CH:26]=[CH:25][CH:24]=1. Product: [CH3:15][C:6]1[CH2:5][S:4][CH:3]2[N:8]([C:9](=[O:10])[CH:2]2[NH:1][C:30](=[O:31])[CH2:29][C:23]2[CH:28]=[CH:27][CH:26]=[CH:25][CH:24]=2)[C:7]=1[C:11]([O:13][CH3:14])=[O:12]. The catalyst class is: 4. (2) Reactant: CS(C)=O.[H-].[Na+].[I-].[CH3:8][S+](C)C.[Cl:12][C:13]1[CH:18]=[CH:17][C:16]([C:19](=[O:21])[CH3:20])=[CH:15][C:14]=1[F:22]. Product: [Cl:12][C:13]1[CH:18]=[CH:17][C:16]([C:19]2([CH3:8])[CH2:20][O:21]2)=[CH:15][C:14]=1[F:22]. The catalyst class is: 1. (3) Reactant: [CH2:1]([O:8][C:9](=[O:16])[NH:10][C@H:11]([CH2:14][OH:15])[CH2:12][CH3:13])[C:2]1[CH:7]=[CH:6][CH:5]=[CH:4][CH:3]=1.[Si:17](Cl)([C:30]([CH3:33])([CH3:32])[CH3:31])([C:24]1[CH:29]=[CH:28][CH:27]=[CH:26][CH:25]=1)[C:18]1[CH:23]=[CH:22][CH:21]=[CH:20][CH:19]=1.N1C=CN=C1. Product: [CH2:1]([O:8][C:9](=[O:16])[NH:10][C@H:11]([CH2:14][O:15][Si:17]([C:30]([CH3:33])([CH3:32])[CH3:31])([C:24]1[CH:25]=[CH:26][CH:27]=[CH:28][CH:29]=1)[C:18]1[CH:23]=[CH:22][CH:21]=[CH:20][CH:19]=1)[CH2:12][CH3:13])[C:2]1[CH:7]=[CH:6][CH:5]=[CH:4][CH:3]=1. The catalyst class is: 9. (4) Reactant: [H-].[Na+].Cl.[CH3:4][O:5][C:6]1[CH:7]=[C:8]2[C:12](=[CH:13][CH:14]=1)[CH2:11][CH:10]([NH2:15])[CH2:9]2.[C:16]1(=O)[O:21][C:19](=[O:20])[C:18]2=[CH:22][CH:23]=[CH:24][CH:25]=[C:17]12. Product: [CH3:4][O:5][C:6]1[CH:7]=[C:8]2[C:12](=[CH:13][CH:14]=1)[CH2:11][CH:10]([N:15]1[C:19](=[O:20])[C:18]3[C:17](=[CH:25][CH:24]=[CH:23][CH:22]=3)[C:16]1=[O:21])[CH2:9]2. The catalyst class is: 31.